Dataset: Peptide-MHC class II binding affinity with 134,281 pairs from IEDB. Task: Regression. Given a peptide amino acid sequence and an MHC pseudo amino acid sequence, predict their binding affinity value. This is MHC class II binding data. (1) The peptide sequence is VFKEKVDTRAKDPPA. The MHC is HLA-DQA10501-DQB10303 with pseudo-sequence HLA-DQA10501-DQB10303. The binding affinity (normalized) is 0. (2) The peptide sequence is AAHAAVAGMTLTDDA. The MHC is HLA-DPA10103-DPB10401 with pseudo-sequence HLA-DPA10103-DPB10401. The binding affinity (normalized) is 0.0221. (3) The binding affinity (normalized) is 0.748. The MHC is HLA-DPA10201-DPB11401 with pseudo-sequence HLA-DPA10201-DPB11401. The peptide sequence is EKKYFAATQFEPLCA.